Dataset: CYP1A2 inhibition data for predicting drug metabolism from PubChem BioAssay. Task: Regression/Classification. Given a drug SMILES string, predict its absorption, distribution, metabolism, or excretion properties. Task type varies by dataset: regression for continuous measurements (e.g., permeability, clearance, half-life) or binary classification for categorical outcomes (e.g., BBB penetration, CYP inhibition). Dataset: cyp1a2_veith. (1) The molecule is CC1(C)Cc2ccccc2C(NNC(=O)c2ccncc2)=N1. The result is 1 (inhibitor). (2) The molecule is O=C(Nc1cccc2[nH]ncc12)c1ccc(F)cc1. The result is 1 (inhibitor). (3) The result is 0 (non-inhibitor). The molecule is O=C1CCCCC(=O)c2ccccc2N1. (4) The drug is COc1cc(NS(=O)(=O)c2ccc(N)cc2)nc(OC)n1. The result is 0 (non-inhibitor). (5) The drug is C[C@@H]1CCN=C(N)S1. The result is 0 (non-inhibitor). (6) The result is 0 (non-inhibitor). The drug is CN1CCN(C2CC(=O)N(Cc3ccc(N4CCCC4=O)cc3)C2=O)CC1. (7) The compound is C=C(C)COc1ccc(-c2n[nH]c(C)c2-c2ccc(OC)cc2)c(O)c1. The result is 1 (inhibitor).